Task: Predict the reaction yield, written as a fraction of the theoretical maximum amount of product (1.0 means a 100% yield; for example, 0.34 means a 34% yield).. Dataset: Reaction yield outcomes from USPTO patents with 853,638 reactions (1) The reactants are C[O:2][CH2:3][C@@H:4]([O:6][C:7]1[CH:8]=[C:9]([CH:21]=[C:22]([C:24]2[NH:25][C:26]([C:29]3[O:30][CH2:31][C@@H:32]([CH3:34])[N:33]=3)=[CH:27][CH:28]=2)[CH:23]=1)[O:10][C:11]1[CH:16]=[N:15][C:14]([S:17]([CH3:20])(=[O:19])=[O:18])=[CH:13][N:12]=1)[CH3:5].B(Br)(Br)Br.C(=O)([O-])O.[Na+]. The catalyst is C(Cl)Cl. The product is [CH3:34][C@@H:32]1[CH2:31][O:30][C:29]([C:26]2[NH:25][C:24]([C:22]3[CH:23]=[C:7]([CH:8]=[C:9]([O:10][C:11]4[CH:16]=[N:15][C:14]([S:17]([CH3:20])(=[O:19])=[O:18])=[CH:13][N:12]=4)[CH:21]=3)[O:6][C@@H:4]([CH3:5])[CH2:3][OH:2])=[CH:28][CH:27]=2)=[N:33]1. The yield is 0.740. (2) The yield is 0.970. The product is [NH2:5][C:9]1[CH2:10][CH2:11][C@@H:7]([CH3:6])[C:8]=1[C:13]([O:15][CH2:16][CH3:17])=[O:14]. The catalyst is CO. The reactants are C([O-])(=O)C.[NH4+:5].[CH3:6][CH:7]1[CH2:11][CH2:10][C:9](=O)[C@@H:8]1[C:13]([O:15][CH2:16][CH3:17])=[O:14].